This data is from Forward reaction prediction with 1.9M reactions from USPTO patents (1976-2016). The task is: Predict the product of the given reaction. (1) Given the reactants C(OC([N:11]1[CH2:16][CH2:15][N:14]([CH2:17][CH2:18][O:19][C:20]2[CH:29]=[CH:28][CH:27]=[C:26]3[C:21]=2[CH:22]=[C:23]([O:30][CH3:31])[CH:24]=[N:25]3)[CH2:13][CH2:12]1)=O)C1C=CC=CC=1, predict the reaction product. The product is: [CH3:31][O:30][C:23]1[CH:24]=[N:25][C:26]2[C:21]([CH:22]=1)=[C:20]([O:19][CH2:18][CH2:17][N:14]1[CH2:15][CH2:16][NH:11][CH2:12][CH2:13]1)[CH:29]=[CH:28][CH:27]=2. (2) Given the reactants [NH2:1][C:2]1[C:7]([CH3:8])=[C:6]([Cl:9])[CH:5]=[C:4]([F:10])[C:3]=1[N:11]1[C:16](=[O:17])[CH:15]=[C:14]([C:18]([F:21])([F:20])[F:19])[N:13]([CH3:22])[C:12]1=[O:23].C(N(CC)CC)C.[CH:31]1[C:40]2[C:35](=[CH:36][CH:37]=[CH:38][CH:39]=2)[CH:34]=[CH:33][C:32]=1[C:41](Cl)=[O:42], predict the reaction product. The product is: [Cl:9][C:6]1[CH:5]=[C:4]([F:10])[C:3]([N:11]2[C:16](=[O:17])[CH:15]=[C:14]([C:18]([F:21])([F:20])[F:19])[N:13]([CH3:22])[C:12]2=[O:23])=[C:2]([NH:1][C:41]([C:32]2[CH:33]=[CH:34][C:35]3[C:40](=[CH:39][CH:38]=[CH:37][CH:36]=3)[CH:31]=2)=[O:42])[C:7]=1[CH3:8]. (3) Given the reactants [F:1][C:2]1[CH:20]=[C:19]([S:21]([CH3:24])(=[O:23])=[O:22])[CH:18]=[CH:17][C:3]=1[O:4][CH2:5][C:6]1[CH:10]=[N:9][N:8]([CH:11]2[CH2:16][CH2:15][NH:14][CH2:13][CH2:12]2)[N:7]=1.Cl[C:26]([O:28][CH:29]([CH3:31])[CH3:30])=[O:27], predict the reaction product. The product is: [F:1][C:2]1[CH:20]=[C:19]([S:21]([CH3:24])(=[O:23])=[O:22])[CH:18]=[CH:17][C:3]=1[O:4][CH2:5][C:6]1[CH:10]=[N:9][N:8]([CH:11]2[CH2:12][CH2:13][N:14]([C:26]([O:28][CH:29]([CH3:31])[CH3:30])=[O:27])[CH2:15][CH2:16]2)[N:7]=1. (4) Given the reactants [C:1]([O:4][C:5]([CH3:8])([CH3:7])[CH3:6])(=[O:3])[CH3:2].C([N-]C(C)C)(C)C.[Li+].[O:17]=[C:18]([C@H:24]([CH3:40])[C@@H:25]([O:31][C:32]([O:34][CH2:35][C:36]([Cl:39])([Cl:38])[Cl:37])=[O:33])[C@@H:26]([CH3:30])[CH2:27][CH:28]=[CH2:29])[C:19]([CH3:23])([CH3:22])[CH:20]=[O:21].O, predict the reaction product. The product is: [O:17]=[C:18]([C@H:24]([CH3:40])[C@@H:25]([O:31][C:32]([O:34][CH2:35][C:36]([Cl:37])([Cl:38])[Cl:39])=[O:33])[C@@H:26]([CH3:30])[CH2:27][CH:28]=[CH2:29])[C:19]([CH3:23])([CH3:22])[C@@H:20]([OH:21])[CH2:2][C:1]([O:4][C:5]([CH3:8])([CH3:7])[CH3:6])=[O:3]. (5) Given the reactants [Cl:1][C:2]1[C:7]([C:8]2[C:17]3[CH2:16][CH2:15][CH2:14][CH2:13][C:12]=3[N:11]=[C:10]([O:18][CH2:19][C:20]3[CH:25]=[CH:24][CH:23]=[CH:22][N:21]=3)[CH:9]=2)=[CH:6][N:5]=[CH:4][N:3]=1.Cl.CCOCC, predict the reaction product. The product is: [ClH:1].[Cl:1][C:2]1[C:7]([C:8]2[C:17]3[CH2:16][CH2:15][CH2:14][CH2:13][C:12]=3[N:11]=[C:10]([O:18][CH2:19][C:20]3[CH:25]=[CH:24][CH:23]=[CH:22][N:21]=3)[CH:9]=2)=[CH:6][N:5]=[CH:4][N:3]=1. (6) Given the reactants Br[C:2]1[C:3]([N:22]2[CH2:26][CH2:25][C@:24]([OH:28])([CH3:27])[CH2:23]2)=[N:4][CH:5]=[C:6]([CH:21]=1)[C:7]([NH:9][C:10]1[CH:15]=[CH:14][C:13]([O:16][C:17]([F:20])([F:19])[F:18])=[CH:12][CH:11]=1)=[O:8].[N:29]1[CH:34]=[C:33](B(O)O)[CH:32]=[N:31][CH:30]=1.C([O-])([O-])=O.[Na+].[Na+].COCCOC, predict the reaction product. The product is: [OH:28][C@:24]1([CH3:27])[CH2:25][CH2:26][N:22]([C:3]2[C:2]([C:33]3[CH:34]=[N:29][CH:30]=[N:31][CH:32]=3)=[CH:21][C:6]([C:7]([NH:9][C:10]3[CH:15]=[CH:14][C:13]([O:16][C:17]([F:20])([F:19])[F:18])=[CH:12][CH:11]=3)=[O:8])=[CH:5][N:4]=2)[CH2:23]1. (7) Given the reactants [Br:1][C:2]1[C:3]([Cl:8])=[N:4][CH:5]=[CH:6][CH:7]=1.ClC1C=C(C=CC=1)C(OO)=[O:14], predict the reaction product. The product is: [Br:1][C:2]1[C:3]([Cl:8])=[N+:4]([O-:14])[CH:5]=[CH:6][CH:7]=1. (8) Given the reactants C1N=CN([C:6](N2C=NC=C2)=[O:7])C=1.[F:13][C:14]1[C:19]2[CH:20]=[CH:21][O:22][C:18]=2[C:17]([NH2:23])=[C:16]([NH:24][C:25]2[CH:30]=[CH:29][C:28]([I:31])=[CH:27][C:26]=2[F:32])[C:15]=1[F:33].O, predict the reaction product. The product is: [F:33][C:15]1[C:16]2[N:24]([C:25]3[CH:30]=[CH:29][C:28]([I:31])=[CH:27][C:26]=3[F:32])[C:6](=[O:7])[NH:23][C:17]=2[C:18]2[O:22][CH:21]=[CH:20][C:19]=2[C:14]=1[F:13]. (9) Given the reactants [Br:1][C:2]1[CH:30]=[CH:29][C:5]([NH:6][C:7]2[C:8]([C:15](OC3C(F)=C(F)C(F)=C(F)C=3F)=[O:16])=[CH:9][N:10]([CH3:14])[C:11](=[O:13])[CH:12]=2)=[C:4]([F:31])[CH:3]=1.[NH3:32], predict the reaction product. The product is: [Br:1][C:2]1[CH:30]=[CH:29][C:5]([NH:6][C:7]2[C:8]([C:15]([NH2:32])=[O:16])=[CH:9][N:10]([CH3:14])[C:11](=[O:13])[CH:12]=2)=[C:4]([F:31])[CH:3]=1.